Dataset: NCI-60 drug combinations with 297,098 pairs across 59 cell lines. Task: Regression. Given two drug SMILES strings and cell line genomic features, predict the synergy score measuring deviation from expected non-interaction effect. Drug 1: CC1CC2CCC3C(=C)CC(O3)CCC45CC6C(O4)C7C(O6)C(O5)C8C(O7)CCC(O8)CC(=O)CC9C(CC(C1=C)O2)OC(C9OC)CC(CN)O.CS(=O)(=O)O. Drug 2: CC1C(C(CC(O1)OC2CC(CC3=C2C(=C4C(=C3O)C(=O)C5=C(C4=O)C(=CC=C5)OC)O)(C(=O)CO)O)N)O.Cl. Cell line: HCT-15. Synergy scores: CSS=27.2, Synergy_ZIP=-4.60, Synergy_Bliss=-1.34, Synergy_Loewe=1.08, Synergy_HSA=1.12.